This data is from Reaction yield outcomes from USPTO patents with 853,638 reactions. The task is: Predict the reaction yield, written as a fraction of the theoretical maximum amount of product (1.0 means a 100% yield; for example, 0.34 means a 34% yield). The reactants are [CH2:1]([O:3][C:4]([C:6]1[CH:10]=[C:9]([OH:11])[N:8]([CH2:12][C:13]([O:15][CH2:16][CH3:17])=[O:14])[N:7]=1)=[O:5])[CH3:2].[CH2:18](O)[C:19]([CH3:22])([CH3:21])[CH3:20].C1(P(C2C=CC=CC=2)C2C=CC=CC=2)C=CC=CC=1.N(C(OC(C)C)=O)=NC(OC(C)C)=O. The catalyst is O1CCCC1. The product is [CH2:1]([O:3][C:4]([C:6]1[CH:10]=[C:9]([O:11][CH2:18][C:19]([CH3:22])([CH3:21])[CH3:20])[N:8]([CH2:12][C:13]([O:15][CH2:16][CH3:17])=[O:14])[N:7]=1)=[O:5])[CH3:2]. The yield is 0.700.